This data is from Reaction yield outcomes from USPTO patents with 853,638 reactions. The task is: Predict the reaction yield, written as a fraction of the theoretical maximum amount of product (1.0 means a 100% yield; for example, 0.34 means a 34% yield). (1) The reactants are [Cl:1][C:2]1[CH:3]=[C:4]([CH2:8][C:9]([OH:11])=O)[CH:5]=[CH:6][CH:7]=1.S(Cl)(Cl)=O.[Cl-].[Al+3].[Cl-].[Cl-].[C:20]1([S:26]([N:29]2[CH:33]=[CH:32][CH:31]=[CH:30]2)(=[O:28])=[O:27])[CH:25]=[CH:24][CH:23]=[CH:22][CH:21]=1. The catalyst is C(Cl)Cl.ClCCCl. The product is [Cl:1][C:2]1[CH:3]=[C:4]([CH2:8][C:9]([C:31]2[CH:32]=[CH:33][N:29]([S:26]([C:20]3[CH:25]=[CH:24][CH:23]=[CH:22][CH:21]=3)(=[O:28])=[O:27])[CH:30]=2)=[O:11])[CH:5]=[CH:6][CH:7]=1. The yield is 0.880. (2) The reactants are [CH2:1]([O:8][C:9]([NH:11][C:12]1[C:13](=[O:21])[NH:14][C:15]([CH:18]([CH3:20])[CH3:19])=[CH:16][CH:17]=1)=[O:10])[C:2]1[CH:7]=[CH:6][CH:5]=[CH:4][CH:3]=1.C[Si]([N-][Si](C)(C)C)(C)C.[Li+].[C:32]([O:36][C:37](=[O:40])[CH2:38]Br)([CH3:35])([CH3:34])[CH3:33]. The catalyst is O1CCCC1. The product is [CH2:1]([O:8][C:9]([NH:11][C:12]1[C:13](=[O:21])[N:14]([CH2:38][C:37]([O:36][C:32]([CH3:35])([CH3:34])[CH3:33])=[O:40])[C:15]([CH:18]([CH3:19])[CH3:20])=[CH:16][CH:17]=1)=[O:10])[C:2]1[CH:3]=[CH:4][CH:5]=[CH:6][CH:7]=1. The yield is 0.900. (3) The reactants are [OH:1][C@H:2]1[CH2:5][C@H:4]([N:6]2[C:11](=[O:12])[C:10]([CH2:13][C:14]3[CH:19]=[CH:18][C:17]([C:20]4[C:21]([C:26]#[N:27])=[CH:22][CH:23]=[CH:24][CH:25]=4)=[CH:16][CH:15]=3)=[C:9]([CH2:28][CH2:29][CH3:30])[N:8]3[N:31]=[CH:32][N:33]=[C:7]23)[CH2:3]1.FC(F)(F)S(O[Si](C(C)(C)C)(C)C)(=O)=O.[N:49]1C(C)=CC=CC=1C.[Cl-].O[NH3+].[C:60](=[O:63])([O-])[OH:61].[Na+]. The catalyst is C(OCC)(=O)C.CS(C)=O.O1CCCC1. The yield is 0.410. The product is [OH:1][C@H:2]1[CH2:5][C@H:4]([N:6]2[C:11](=[O:12])[C:10]([CH2:13][C:14]3[CH:15]=[CH:16][C:17]([C:20]4[CH:25]=[CH:24][CH:23]=[CH:22][C:21]=4[C:26]4[NH:49][C:60](=[O:63])[O:61][N:27]=4)=[CH:18][CH:19]=3)=[C:9]([CH2:28][CH2:29][CH3:30])[N:8]3[N:31]=[CH:32][N:33]=[C:7]23)[CH2:3]1.